Dataset: Orexin1 receptor HTS with 218,158 compounds and 233 confirmed actives. Task: Binary Classification. Given a drug SMILES string, predict its activity (active/inactive) in a high-throughput screening assay against a specified biological target. (1) The molecule is o1c(c2cc3OCOc3cc2)c(O)c(=O)c2c1cccc2. The result is 0 (inactive). (2) The result is 0 (inactive). The drug is Clc1c(n(nc1)C)C(=O)N1CCN(CC1)c1ccccc1. (3) The drug is Brc1ccc(NC(=O)CSc2nc([nH]n2)c2occc2)cc1. The result is 0 (inactive). (4) The result is 0 (inactive). The drug is Clc1ccc(CNC(=O)C(=O)NCC(N2CCOCC2)c2occc2)cc1. (5) The compound is S(CC(=O)N(C(c1ccccc1)c1ccccc1)C)c1n(N)cc(n1)c1ccccc1. The result is 1 (active). (6) The compound is S(C1CCCCC1)CC(=O)NC1C(C(CCC1)C)C. The result is 0 (inactive). (7) The drug is S(=O)(=O)(/N=C(\Nc1ccc(cc1)C(OCC)=O)c1ccccc1)c1ccccc1. The result is 0 (inactive).